From a dataset of CYP1A2 inhibition data for predicting drug metabolism from PubChem BioAssay. Regression/Classification. Given a drug SMILES string, predict its absorption, distribution, metabolism, or excretion properties. Task type varies by dataset: regression for continuous measurements (e.g., permeability, clearance, half-life) or binary classification for categorical outcomes (e.g., BBB penetration, CYP inhibition). Dataset: cyp1a2_veith. (1) The molecule is COc1cccc(OCC(=O)NC2CCCCC2)c1. The result is 1 (inhibitor). (2) The molecule is CN(C)Cc1ccccc1-c1nccc(NC2CC2)n1. The result is 1 (inhibitor). (3) The drug is CO[C@H]1COC(=O)C/C=C\[C@H](C)[C@@H](OC)COC(=O)[C@@H](C)NC(=O)C/C=C\[C@@H]1C. The result is 0 (non-inhibitor). (4) The molecule is NC(N)=NCCN=C(N)N.O=S(=O)(O)O. The result is 0 (non-inhibitor). (5) The drug is Cc1ccccc1-c1nc(NCCN2CCOCC2)c2ccccc2n1. The result is 1 (inhibitor). (6) The drug is COCCn1nc2cc(C(=O)NCc3cc(C(F)(F)F)cc(C(F)(F)F)c3)ccc2c1OC. The result is 1 (inhibitor).